Dataset: Reaction yield outcomes from USPTO patents with 853,638 reactions. Task: Predict the reaction yield, written as a fraction of the theoretical maximum amount of product (1.0 means a 100% yield; for example, 0.34 means a 34% yield). (1) The product is [CH2:1]([O:3][C:4]1[C:8]([CH2:9][CH2:10][O:11][C:23]2[CH:24]=[C:25]([CH2:29][C:30]([OH:32])=[O:31])[CH:26]=[CH:27][CH:28]=2)=[CH:7][N:6]([C:12]2[CH:17]=[CH:16][C:15]([C:18]([F:20])([F:19])[F:21])=[CH:14][N:13]=2)[N:5]=1)[CH3:2]. The catalyst is O1CCCC1. The reactants are [CH2:1]([O:3][C:4]1[C:8]([CH2:9][CH2:10][OH:11])=[CH:7][N:6]([C:12]2[CH:17]=[CH:16][C:15]([C:18]([F:21])([F:20])[F:19])=[CH:14][N:13]=2)[N:5]=1)[CH3:2].O[C:23]1[CH:24]=[C:25]([CH2:29][C:30]([O:32]C)=[O:31])[CH:26]=[CH:27][CH:28]=1.C(P(CCCC)CCCC)CCC.N(C(N1CCCCC1)=O)=NC(N1CCCCC1)=O. The yield is 0.310. (2) The product is [CH2:8]([O:10][C:11](=[O:40])[C@@H:12]([CH2:19][C:20]1[CH:25]=[CH:24][C:23]([NH2:26])=[C:22]([CH3:34])[C:21]=1[CH2:42][O:5][C:3](=[O:4])[CH3:2])[CH2:13][C:14]([O:16][CH2:17][CH3:18])=[O:15])[CH3:9]. The yield is 0.990. No catalyst specified. The reactants are F[C:2](F)(F)[C:3]([OH:5])=[O:4].[CH2:8]([O:10][C:11](=[O:40])[C@H:12]([CH:19](COC(=O)C)[C:20]1[CH:25]=[CH:24][C:23]([NH:26]C(OC(C)(C)C)=O)=[C:22]([CH3:34])[CH:21]=1)[CH2:13][C:14]([O:16][CH2:17][CH3:18])=[O:15])[CH3:9].Cl[CH2:42]Cl. (3) The reactants are C(OC([N:8]1[CH2:12][CH2:11][CH2:10][CH:9]1[CH2:13][O:14][C:15]1[CH:24]=[CH:23][C:18]([C:19]([O:21][CH3:22])=[O:20])=[CH:17][C:16]=1[CH3:25])=O)(C)(C)C.C(O)(C(F)(F)F)=O. The catalyst is C(Cl)Cl. The product is [CH3:25][C:16]1[CH:17]=[C:18]([CH:23]=[CH:24][C:15]=1[O:14][CH2:13][CH:9]1[CH2:10][CH2:11][CH2:12][NH:8]1)[C:19]([O:21][CH3:22])=[O:20]. The yield is 0.900. (4) The reactants are Cl.[NH2:2][C@H:3]1[CH2:8][CH2:7][CH2:6][N:5]([C:9]([C:11]2[S:12][C:13]([C:16]3[C:20]([CH3:21])=[C:19]([C:22]([F:25])([F:24])[F:23])[O:18][N:17]=3)=[CH:14][CH:15]=2)=[O:10])[CH2:4]1.Cl.[CH3:27][N:28]([CH2:30][C:31](Cl)=[O:32])[CH3:29].C(N(CC)CC)C. The catalyst is C1COCC1. The product is [CH3:27][N:28]([CH3:29])[CH2:30][C:31]([NH:2][C@H:3]1[CH2:8][CH2:7][CH2:6][N:5]([C:9]([C:11]2[S:12][C:13]([C:16]3[C:20]([CH3:21])=[C:19]([C:22]([F:25])([F:24])[F:23])[O:18][N:17]=3)=[CH:14][CH:15]=2)=[O:10])[CH2:4]1)=[O:32]. The yield is 0.780. (5) The reactants are C([O:3][C:4](=[O:25])[CH2:5][C:6]1[C:14]2[O:13][CH:12]=[CH:11][C:10]=2[C:9]([O:15][CH2:16][CH2:17][O:18][CH:19]2[CH2:24][CH2:23][CH2:22][CH2:21][O:20]2)=[CH:8][CH:7]=1)C. The catalyst is CN(C)C=O.C(OCC)(=O)C. The product is [O:20]1[CH2:21][CH2:22][CH2:23][CH2:24][CH:19]1[O:18][CH2:17][CH2:16][O:15][C:9]1[C:10]2[CH:11]=[CH:12][O:13][C:14]=2[C:6]([CH2:5][C:4]([OH:25])=[O:3])=[CH:7][CH:8]=1. The yield is 0.680. (6) The reactants are [CH3:1][NH:2][S:3]([C:6]1[CH:7]=[CH:8][C:9]2[S:13][C:12]([C:14]([C:19]#[N:20])=[C:15](OC)[CH3:16])=[N:11][C:10]=2[CH:21]=1)(=O)=[O:4].[OH2:22].[NH2:23][NH2:24]. The catalyst is CO.Cl. The product is [CH3:1][NH:2][S:3]([C:6]1[CH:7]=[CH:8][C:9]2[S:13][C:12]([C:14]3[C:15]([CH3:16])=[N:23][NH:24][C:19]=3[NH2:20])=[N:11][C:10]=2[CH:21]=1)(=[O:4])=[O:22]. The yield is 0.430. (7) The reactants are C([NH:9][C:10]([NH:12][C:13]1[C:18]([O:19][C:20]2[CH:25]=[CH:24][C:23]([F:26])=[CH:22][CH:21]=2)=[CH:17][C:16]([Br:27])=[CH:15][N:14]=1)=[S:11])(=O)C1C=CC=CC=1.Br[CH2:29][C:30]([CH:32]1[CH2:37][CH2:36][N:35]([C:38]([O:40][C:41]([CH3:44])([CH3:43])[CH3:42])=[O:39])[CH2:34][CH2:33]1)=O. The catalyst is C(O)C. The product is [Br:27][C:16]1[CH:17]=[C:18]([O:19][C:20]2[CH:25]=[CH:24][C:23]([F:26])=[CH:22][CH:21]=2)[C:13]([NH:12][C:10]2[S:11][CH:29]=[C:30]([CH:32]3[CH2:37][CH2:36][N:35]([C:38]([O:40][C:41]([CH3:44])([CH3:43])[CH3:42])=[O:39])[CH2:34][CH2:33]3)[N:9]=2)=[N:14][CH:15]=1. The yield is 0.747. (8) The reactants are CC(C)=[O:3].OS(O)(=O)=O.O=[Cr](=O)=O.[O-:14][N+:15]1[O:19][N:18]=[C:17]([O:20][CH2:21][CH2:22][CH2:23][OH:24])[C:16]=1[S:25]([C:28]1[CH:33]=[CH:32][CH:31]=[CH:30][CH:29]=1)(=[O:27])=[O:26].CC(O)C. The catalyst is CC(C)=O. The product is [O-:14][N+:15]1[O:19][N:18]=[C:17]([O:20][CH2:21][CH2:22][C:23]([OH:3])=[O:24])[C:16]=1[S:25]([C:28]1[CH:33]=[CH:32][CH:31]=[CH:30][CH:29]=1)(=[O:26])=[O:27]. The yield is 0.650. (9) The reactants are [CH3:1][C:2]1[O:6][C:5]([C:7]2[CH:12]=[CH:11][CH:10]=[CH:9][CH:8]=2)=[N:4][C:3]=1[CH2:13][O:14][C:15]1[CH:32]=[CH:31][C:18]([CH2:19][O:20][C:21]2[C:26]([CH2:27][C:28]([OH:30])=[O:29])=[CH:25][CH:24]=[CH:23][N:22]=2)=[CH:17][CH:16]=1.O.[OH-].[Li+:35].CO. The catalyst is O1CCCC1. The product is [CH3:1][C:2]1[O:6][C:5]([C:7]2[CH:8]=[CH:9][CH:10]=[CH:11][CH:12]=2)=[N:4][C:3]=1[CH2:13][O:14][C:15]1[CH:32]=[CH:31][C:18]([CH2:19][O:20][C:21]2[C:26]([CH2:27][C:28]([O-:30])=[O:29])=[CH:25][CH:24]=[CH:23][N:22]=2)=[CH:17][CH:16]=1.[Li+:35]. The yield is 0.900. (10) The reactants are [Cl:1][C:2]1[CH:17]=[CH:16][C:5]([O:6][CH2:7][CH:8]2[CH2:13][NH:12][CH2:11][C:10]([F:15])([F:14])[CH2:9]2)=[CH:4][CH:3]=1.[NH:18]1[CH:22]=[C:21]([C:23]2[CH:24]=[C:25]([CH:29]=[CH:30][CH:31]=2)[C:26](O)=[O:27])[CH:20]=[N:19]1.Cl.CN(C)CCCN=C=NCC.C(N(CC)C(C)C)(C)C. The catalyst is C1COCC1.CN(C)C1C=CN=CC=1.C(OCC)(=O)C. The product is [NH:18]1[CH:22]=[C:21]([C:23]2[CH:24]=[C:25]([C:26]([N:12]3[CH2:13][CH:8]([CH2:7][O:6][C:5]4[CH:4]=[CH:3][C:2]([Cl:1])=[CH:17][CH:16]=4)[CH2:9][C:10]([F:15])([F:14])[CH2:11]3)=[O:27])[CH:29]=[CH:30][CH:31]=2)[CH:20]=[N:19]1. The yield is 0.150.